This data is from Full USPTO retrosynthesis dataset with 1.9M reactions from patents (1976-2016). The task is: Predict the reactants needed to synthesize the given product. (1) The reactants are: Cl.[CH3:2][C:3]1[CH:8]=[CH:7][CH:6]=[C:5]([CH3:9])[C:4]=1[NH:10][NH2:11].C(O[CH:15]=[C:16]([C:19]#[N:20])[C:17]#[N:18])C.C(N(CC)CC)C.C(OCC)C. Given the product [NH2:20][C:19]1[N:10]([C:4]2[C:5]([CH3:9])=[CH:6][CH:7]=[CH:8][C:3]=2[CH3:2])[N:11]=[CH:15][C:16]=1[C:17]#[N:18], predict the reactants needed to synthesize it. (2) Given the product [Br:1][C:2]1[CH:19]=[CH:18][C:5]2[S:6][CH:7]=[C:8]([CH2:9][CH2:10][C:11]3[CH:16]=[CH:15][CH:14]=[CH:13][CH:12]=3)[C:4]=2[CH:3]=1, predict the reactants needed to synthesize it. The reactants are: [Br:1][C:2]1[CH:19]=[CH:18][C:5]2[S:6][CH:7]=[C:8]([C:9](=O)[CH2:10][C:11]3[CH:16]=[CH:15][CH:14]=[CH:13][CH:12]=3)[C:4]=2[CH:3]=1.C([SiH](CC)CC)C.C(=O)([O-])[O-].[K+].[K+]. (3) Given the product [Br:1][C:2]1[CH:3]=[C:4]([C:9]2[CH:13]=[CH:12][N:11]([C:15]3[CH:20]=[CH:19][CH:18]=[C:17]([C:21]([F:24])([F:23])[F:22])[CH:16]=3)[N:10]=2)[CH:5]=[CH:6][C:7]=1[CH3:8], predict the reactants needed to synthesize it. The reactants are: [Br:1][C:2]1[CH:3]=[C:4]([C:9]2[CH:13]=[CH:12][NH:11][N:10]=2)[CH:5]=[CH:6][C:7]=1[CH3:8].I[C:15]1[CH:16]=[C:17]([C:21]([F:24])([F:23])[F:22])[CH:18]=[CH:19][CH:20]=1.C(=O)([O-])[O-].[K+].[K+]. (4) The reactants are: Cl[C:2]1[N:17]=[CH:16][C:15]([F:18])=[CH:14][C:3]=1[C:4]([NH:6][C@H:7]1[CH2:12][CH2:11][C@H:10]([OH:13])[CH2:9][CH2:8]1)=[O:5].[CH3:19][S:20][C:21]1[CH:26]=[CH:25][C:24]([OH:27])=[CH:23][CH:22]=1.C(=O)([O-])[O-].[Cs+].[Cs+]. Given the product [F:18][C:15]1[CH:16]=[N:17][C:2]([O:27][C:24]2[CH:25]=[CH:26][C:21]([S:20][CH3:19])=[CH:22][CH:23]=2)=[C:3]([CH:14]=1)[C:4]([NH:6][C@H:7]1[CH2:12][CH2:11][C@H:10]([OH:13])[CH2:9][CH2:8]1)=[O:5], predict the reactants needed to synthesize it. (5) Given the product [CH2:1]([NH:8][C:9]1[CH:14]=[C:13]([CH3:15])[N:12]=[C:11]([N:19]2[C:18]([CH3:17])=[CH:22][C:21]([CH3:23])=[N:20]2)[N:10]=1)[C:2]1[CH:7]=[CH:6][CH:5]=[CH:4][CH:3]=1, predict the reactants needed to synthesize it. The reactants are: [CH2:1]([NH:8][C:9]1[CH:14]=[C:13]([CH3:15])[N:12]=[C:11](Cl)[N:10]=1)[C:2]1[CH:7]=[CH:6][CH:5]=[CH:4][CH:3]=1.[CH3:17][C:18]1[CH:22]=[C:21]([CH3:23])[NH:20][N:19]=1. (6) Given the product [CH2:13]([C:15]1[N:16]([C:40]2[CH:45]=[CH:44][C:43]([O:46][CH2:47][C:48]([O:51][CH3:52])([CH3:50])[CH3:49])=[CH:42][CH:41]=2)[C:17](=[O:39])[C:18]([CH2:24][C:25]2[CH:26]=[CH:27][C:28]([C:31]3[CH:36]=[CH:35][CH:34]=[CH:33][C:32]=3[C:37]3[NH:3][C:4](=[O:7])[O:5][N:38]=3)=[CH:29][CH:30]=2)=[C:19]([CH2:21][CH2:22][CH3:23])[N:20]=1)[CH3:14], predict the reactants needed to synthesize it. The reactants are: [Cl-].O[NH3+:3].[C:4](=[O:7])([O-])[OH:5].[Na+].CS(C)=O.[CH2:13]([C:15]1[N:16]([C:40]2[CH:45]=[CH:44][C:43]([O:46][CH2:47][C:48]([O:51][CH3:52])([CH3:50])[CH3:49])=[CH:42][CH:41]=2)[C:17](=[O:39])[C:18]([CH2:24][C:25]2[CH:30]=[CH:29][C:28]([C:31]3[C:32]([C:37]#[N:38])=[CH:33][CH:34]=[CH:35][CH:36]=3)=[CH:27][CH:26]=2)=[C:19]([CH2:21][CH2:22][CH3:23])[N:20]=1)[CH3:14]. (7) Given the product [CH3:21][O:22][C:23]([CH:25]1[CH2:30][N:29]([C:31](=[O:47])[CH2:32][NH:33][C:34]([C:36]2[CH:40]=[C:39]([C:41]3[CH:46]=[CH:45][CH:44]=[CH:43][CH:42]=3)[NH:38][N:37]=2)=[O:35])[CH2:28][CH2:27][N:26]1[C:13](=[O:15])[C:12]1[CH:16]=[C:8]([F:7])[CH:9]=[CH:10][C:11]=1[C:17]([F:20])([F:19])[F:18])=[O:24], predict the reactants needed to synthesize it. The reactants are: C(Cl)(=O)C(Cl)=O.[F:7][C:8]1[CH:9]=[CH:10][C:11]([C:17]([F:20])([F:19])[F:18])=[C:12]([CH:16]=1)[C:13]([OH:15])=O.[CH3:21][O:22][C:23]([CH:25]1[CH2:30][N:29]([C:31](=[O:47])[CH2:32][NH:33][C:34]([C:36]2[CH:40]=[C:39]([C:41]3[CH:46]=[CH:45][CH:44]=[CH:43][CH:42]=3)[NH:38][N:37]=2)=[O:35])[CH2:28][CH2:27][NH:26]1)=[O:24].CCN(C(C)C)C(C)C.